Dataset: Full USPTO retrosynthesis dataset with 1.9M reactions from patents (1976-2016). Task: Predict the reactants needed to synthesize the given product. (1) Given the product [CH2:1]([O:8][C:9]1[CH:14]=[CH:13][C:12]([C:15]2[N:32]([CH2:33][O:34][CH2:35][CH2:36][Si:37]([CH3:40])([CH3:39])[CH3:38])[C:18]3[N:19]=[CH:20][N:21]=[C:22]([O:23][C:24]4[CH:29]=[CH:28][C:27]([NH:30][C:48]([NH:44][CH:41]5[CH2:43][CH2:42]5)=[O:49])=[C:26]([F:31])[CH:25]=4)[C:17]=3[CH:16]=2)=[CH:11][CH:10]=1)[C:2]1[CH:3]=[CH:4][CH:5]=[CH:6][CH:7]=1, predict the reactants needed to synthesize it. The reactants are: [CH2:1]([O:8][C:9]1[CH:14]=[CH:13][C:12]([C:15]2[N:32]([CH2:33][O:34][CH2:35][CH2:36][Si:37]([CH3:40])([CH3:39])[CH3:38])[C:18]3[N:19]=[CH:20][N:21]=[C:22]([O:23][C:24]4[CH:29]=[CH:28][C:27]([NH2:30])=[C:26]([F:31])[CH:25]=4)[C:17]=3[CH:16]=2)=[CH:11][CH:10]=1)[C:2]1[CH:7]=[CH:6][CH:5]=[CH:4][CH:3]=1.[CH:41]1([NH2:44])[CH2:43][CH2:42]1.O.CN(C)[CH:48]=[O:49]. (2) Given the product [CH3:33][O:32][C:29]1[CH:28]=[CH:27][C:26]([CH2:25][N:15]2[C:11]3=[N:12][CH:13]=[CH:14][C:9]([O:8][C:7]4[CH:6]=[CH:5][C:4]([NH:34][C:35]([C:37]5[C:42](=[O:43])[N:41]([C:44]6[CH:49]=[CH:48][C:47]([F:50])=[CH:46][CH:45]=6)[CH:40]=[CH:39][N:38]=5)=[O:36])=[CH:3][C:2]=4[F:1])=[C:10]3[C:17]([CH2:18][CH:19]3[CH2:24][CH2:23][N:22]([CH2:51][CH3:52])[CH2:21][CH2:20]3)=[N:16]2)=[CH:31][CH:30]=1, predict the reactants needed to synthesize it. The reactants are: [F:1][C:2]1[CH:3]=[C:4]([NH:34][C:35]([C:37]2[C:42](=[O:43])[N:41]([C:44]3[CH:49]=[CH:48][C:47]([F:50])=[CH:46][CH:45]=3)[CH:40]=[CH:39][N:38]=2)=[O:36])[CH:5]=[CH:6][C:7]=1[O:8][C:9]1[CH:14]=[CH:13][N:12]=[C:11]2[N:15]([CH2:25][C:26]3[CH:31]=[CH:30][C:29]([O:32][CH3:33])=[CH:28][CH:27]=3)[N:16]=[C:17]([CH2:18][CH:19]3[CH2:24][CH2:23][NH:22][CH2:21][CH2:20]3)[C:10]=12.[CH:51](=O)[CH3:52].C(O)(=O)C.[BH-](OC(C)=O)(OC(C)=O)OC(C)=O.[Na+]. (3) Given the product [ClH:36].[ClH:36].[ClH:36].[CH2:1]1[C:9]2[C:4](=[CH:5][C:6]([N:10]([CH:11]3[CH2:12][CH2:13][N:14]([CH2:17][C:18]4[CH:23]=[CH:22][N:21]=[C:20]([C:24]5[CH:29]=[C:28]([O:30][CH3:31])[C:27]([O:32][CH3:33])=[C:26]([O:34][CH3:35])[CH:25]=5)[CH:19]=4)[CH2:15][CH2:16]3)[CH2:37][C:38]3[C:39]([C:44]4[CH:49]=[C:48]([O:50][CH3:51])[C:47]([O:52][CH3:53])=[C:46]([O:54][CH3:55])[CH:45]=4)=[N:40][CH:41]=[CH:42][CH:43]=3)=[CH:7][CH:8]=2)[CH2:3][CH2:2]1, predict the reactants needed to synthesize it. The reactants are: [CH2:1]1[C:9]2[C:4](=[CH:5][C:6]([NH:10][CH:11]3[CH2:16][CH2:15][N:14]([CH2:17][C:18]4[CH:23]=[CH:22][N:21]=[C:20]([C:24]5[CH:29]=[C:28]([O:30][CH3:31])[C:27]([O:32][CH3:33])=[C:26]([O:34][CH3:35])[CH:25]=5)[CH:19]=4)[CH2:13][CH2:12]3)=[CH:7][CH:8]=2)[CH2:3][CH2:2]1.[Cl:36][CH2:37][C:38]1[C:39]([C:44]2[CH:49]=[C:48]([O:50][CH3:51])[C:47]([O:52][CH3:53])=[C:46]([O:54][CH3:55])[CH:45]=2)=[N:40][CH:41]=[CH:42][CH:43]=1.